From a dataset of Forward reaction prediction with 1.9M reactions from USPTO patents (1976-2016). Predict the product of the given reaction. (1) The product is: [CH3:25][N:17]([CH2:16][C:4]1[S:5][C:6]([S:7]([C:10]2[CH:15]=[CH:14][CH:13]=[CH:12][CH:11]=2)(=[O:9])=[O:8])=[C:2]([C:31]2[N:27]([CH3:26])[CH:28]=[N:29][CH:30]=2)[CH:3]=1)[C:18](=[O:24])[O:19][C:20]([CH3:23])([CH3:22])[CH3:21]. Given the reactants Br[C:2]1[CH:3]=[C:4]([CH2:16][N:17]([CH3:25])[C:18](=[O:24])[O:19][C:20]([CH3:23])([CH3:22])[CH3:21])[S:5][C:6]=1[S:7]([C:10]1[CH:15]=[CH:14][CH:13]=[CH:12][CH:11]=1)(=[O:9])=[O:8].[CH3:26][N:27]1[C:31]([Sn](CCCC)(CCCC)CCCC)=[CH:30][N:29]=[CH:28]1, predict the reaction product. (2) Given the reactants C(N(C(C)C)CC)(C)C.[Cl:10][C:11]1[C:12]([NH:20][C:21]2[C:30]3[C:25](=[CH:26][C:27]([O:33][CH2:34][CH:35]4[CH2:40][CH2:39][NH:38][CH2:37][CH2:36]4)=[C:28]([O:31][CH3:32])[CH:29]=3)[N:24]=[CH:23][N:22]=2)=[C:13]2[O:19][CH2:18][O:17][C:14]2=[N:15][CH:16]=1.[CH3:41][N:42]([CH3:47])[CH2:43][C:44](O)=[O:45].CN(C=O)C, predict the reaction product. The product is: [Cl:10][C:11]1[C:12]([NH:20][C:21]2[C:30]3[C:25](=[CH:26][C:27]([O:33][CH2:34][CH:35]4[CH2:40][CH2:39][N:38]([C:44](=[O:45])[CH2:43][N:42]([CH3:47])[CH3:41])[CH2:37][CH2:36]4)=[C:28]([O:31][CH3:32])[CH:29]=3)[N:24]=[CH:23][N:22]=2)=[C:13]2[O:19][CH2:18][O:17][C:14]2=[N:15][CH:16]=1. (3) Given the reactants Cl[C:2]1[CH:9]=[CH:8][C:5]([C:6]#[N:7])=[CH:4][C:3]=1[N+:10]([O-:12])=[O:11].[CH:13]1([NH2:19])[CH2:18][CH2:17][CH2:16][CH2:15][CH2:14]1.C(N(CC)CC)C, predict the reaction product. The product is: [CH:13]1([NH:19][C:2]2[CH:9]=[CH:8][C:5]([C:6]#[N:7])=[CH:4][C:3]=2[N+:10]([O-:12])=[O:11])[CH2:18][CH2:17][CH2:16][CH2:15][CH2:14]1. (4) The product is: [ClH:17].[CH3:19][C:20]1[CH:25]=[C:24]([N+:26]([O-:28])=[O:27])[CH:23]=[CH:22][C:21]=1[N:29]=[C:30]1[N:9]([C@@H:7]([CH:1]2[CH2:6][CH2:5][CH2:4][CH2:3][CH2:2]2)[CH3:8])[CH2:10][C:11]([CH3:14])([CH3:13])[S:31]1. Given the reactants [CH:1]1([C@H:7]([NH:9][CH2:10][C:11]([CH3:14])([CH3:13])O)[CH3:8])[CH2:6][CH2:5][CH2:4][CH2:3][CH2:2]1.O=S(Cl)[Cl:17].[CH3:19][C:20]1[CH:25]=[C:24]([N+:26]([O-:28])=[O:27])[CH:23]=[CH:22][C:21]=1[N:29]=[C:30]=[S:31], predict the reaction product. (5) Given the reactants [NH2:1][CH:2]([C:10]([OH:12])=[O:11])[CH2:3][CH2:4][CH2:5][NH:6][C:7](=[NH:9])[NH2:8].OO.[Ce:15].N[C@H](C(O)=O)CCCNC(=N)N.[N+]([O-])(O)=O, predict the reaction product. The product is: [NH2:1][CH:2]([C:10]([OH:12])=[O:11])[CH2:3][CH2:4][CH2:5][NH:6][C:7](=[NH:8])[NH2:9].[Ce:15]. (6) Given the reactants [CH3:1][S:2]([N:5]1[CH2:10][CH2:9][C:8](=O)[CH:7]([CH3:12])[CH2:6]1)(=[O:4])=[O:3].[CH2:13]([NH2:20])[C:14]1[CH:19]=[CH:18][CH:17]=[CH:16][CH:15]=1, predict the reaction product. The product is: [CH2:13]([NH:20][C@H:8]1[CH2:9][CH2:10][N:5]([S:2]([CH3:1])(=[O:4])=[O:3])[CH2:6][C@H:7]1[CH3:12])[C:14]1[CH:19]=[CH:18][CH:17]=[CH:16][CH:15]=1.